This data is from Full USPTO retrosynthesis dataset with 1.9M reactions from patents (1976-2016). The task is: Predict the reactants needed to synthesize the given product. (1) The reactants are: [F:1][C:2]1[CH:3]=[C:4]([NH:23]C(=O)C)[CH:5]=[CH:6][C:7]=1[O:8][C:9]1[CH:14]=[CH:13][N:12]=[C:11]([NH:15][C:16]2[CH:21]=[CH:20][C:19]([F:22])=[CH:18][CH:17]=2)[CH:10]=1.Cl. Given the product [NH2:23][C:4]1[CH:5]=[CH:6][C:7]([O:8][C:9]2[CH:14]=[CH:13][N:12]=[C:11]([NH:15][C:16]3[CH:17]=[CH:18][C:19]([F:22])=[CH:20][CH:21]=3)[CH:10]=2)=[C:2]([F:1])[CH:3]=1, predict the reactants needed to synthesize it. (2) Given the product [CH2:1]([N:8]1[CH2:13][CH2:12][C:11]2[N:21]=[C:15]([OH:20])[CH:16]=[C:17]([CH3:19])[C:10]=2[CH2:9]1)[C:2]1[CH:7]=[CH:6][CH:5]=[CH:4][CH:3]=1, predict the reactants needed to synthesize it. The reactants are: [CH2:1]([N:8]1[CH2:13][CH2:12][C:11](=O)[CH2:10][CH2:9]1)[C:2]1[CH:7]=[CH:6][CH:5]=[CH:4][CH:3]=1.[C:15]([NH2:21])(=[O:20])[CH2:16][C:17]([CH3:19])=O.C([O-])(O)=O.[Na+].